From a dataset of Peptide-MHC class II binding affinity with 134,281 pairs from IEDB. Regression. Given a peptide amino acid sequence and an MHC pseudo amino acid sequence, predict their binding affinity value. This is MHC class II binding data. (1) The peptide sequence is AASGADGTYDITKLG. The MHC is DRB5_0101 with pseudo-sequence DRB5_0101. The binding affinity (normalized) is 0.193. (2) The peptide sequence is LEAWLTEHGCNRLKR. The MHC is HLA-DQA10303-DQB10402 with pseudo-sequence HLA-DQA10303-DQB10402. The binding affinity (normalized) is 0.260. (3) The peptide sequence is VATLSEALRIIAGTL. The MHC is DRB1_1501 with pseudo-sequence DRB1_1501. The binding affinity (normalized) is 0.344. (4) The peptide sequence is SNMTQRVVIALLVLAKK. The MHC is HLA-DQA10102-DQB10501 with pseudo-sequence HLA-DQA10102-DQB10501. The binding affinity (normalized) is 0.820. (5) The peptide sequence is GAASGLNGCCRCGAR. The MHC is DRB3_0101 with pseudo-sequence DRB3_0101. The binding affinity (normalized) is 0.0688.